From a dataset of Full USPTO retrosynthesis dataset with 1.9M reactions from patents (1976-2016). Predict the reactants needed to synthesize the given product. (1) The reactants are: [C:1]([C:3]1[CH:4]=[C:5]([NH:9][C:10](=[O:16])[O:11][C:12]([CH3:15])([CH3:14])[CH3:13])[CH:6]=[N:7][CH:8]=1)#[CH:2].I[C:18]1[CH:23]=[C:22]([N+:24]([O-:26])=[O:25])[CH:21]=[CH:20][C:19]=1[NH:27][C:28](=[O:34])[O:29][C:30]([CH3:33])([CH3:32])[CH3:31]. Given the product [C:30]([O:29][C:28]([NH:27][C:19]1[CH:20]=[CH:21][C:22]([N+:24]([O-:26])=[O:25])=[CH:23][C:18]=1[C:2]#[C:1][C:3]1[CH:4]=[C:5]([NH:9][C:10](=[O:16])[O:11][C:12]([CH3:13])([CH3:15])[CH3:14])[CH:6]=[N:7][CH:8]=1)=[O:34])([CH3:33])([CH3:31])[CH3:32], predict the reactants needed to synthesize it. (2) Given the product [Cl:24][C:25]1[C:26]([CH3:34])=[C:27]([CH:31]=[CH:32][CH:33]=1)[C:28]([NH:1][CH2:2][C@H:3]1[N:8]([C:9]([C:11]2[N:12]=[C:13]([CH3:23])[S:14][C:15]=2[C:16]2[CH:17]=[C:18]([CH3:22])[CH:19]=[CH:20][CH:21]=2)=[O:10])[CH2:7][C@H:6]2[C@@H:4]1[CH2:5]2)=[O:29], predict the reactants needed to synthesize it. The reactants are: [NH2:1][CH2:2][C@H:3]1[N:8]([C:9]([C:11]2[N:12]=[C:13]([CH3:23])[S:14][C:15]=2[C:16]2[CH:17]=[C:18]([CH3:22])[CH:19]=[CH:20][CH:21]=2)=[O:10])[CH2:7][C@H:6]2[C@@H:4]1[CH2:5]2.[Cl:24][C:25]1[C:26]([CH3:34])=[C:27]([CH:31]=[CH:32][CH:33]=1)[C:28](O)=[O:29]. (3) Given the product [NH2:24][C:21]1[CH:22]=[CH:23][C:18]2[C:12]3[C:13](=[CH:14][N:10]([C:3]4[CH:4]=[C:5]([O:8][CH3:9])[CH:6]=[CH:7][C:2]=4[Cl:1])[N:11]=3)[C:15](=[O:16])[NH:27][C:19]=2[CH:20]=1, predict the reactants needed to synthesize it. The reactants are: [Cl:1][C:2]1[CH:7]=[CH:6][C:5]([O:8][CH3:9])=[CH:4][C:3]=1[N:10]1[CH:14]=[C:13]([C:15](O)=[O:16])[C:12]([C:18]2[CH:23]=[CH:22][C:21]([N+:24]([O-])=O)=[CH:20][C:19]=2[N+:27]([O-])=O)=[N:11]1.[Cl-].[Ca+2].[Cl-]. (4) The reactants are: C(=O)=O.[CH3:4][C:5]([CH3:20])([CH3:19])[CH:6]([C:8]1[O:9][C:10]([C:13]2[CH:18]=[CH:17][N:16]=[CH:15][CH:14]=2)=[N:11][N:12]=1)[OH:7]. Given the product [CH3:4][C:5]([CH3:20])([CH3:19])[C@H:6]([C:8]1[O:9][C:10]([C:13]2[CH:18]=[CH:17][N:16]=[CH:15][CH:14]=2)=[N:11][N:12]=1)[OH:7].[CH3:4][C:5]([CH3:20])([CH3:19])[C@@H:6]([C:8]1[O:9][C:10]([C:13]2[CH:18]=[CH:17][N:16]=[CH:15][CH:14]=2)=[N:11][N:12]=1)[OH:7], predict the reactants needed to synthesize it. (5) The reactants are: [CH2:1]([NH:3][C:4]([C:6]1[C:14]2[C:9](=[N:10][CH:11]=[C:12](Br)[N:13]=2)[N:8](COCC[Si](C)(C)C)[CH:7]=1)=[O:5])[CH3:2].C(NC(C1C2C(=NC=C(Br)N=2)N(COCC[Si](C)(C)C)C=1)=O)(C)C.[CH3:48][O:49][C:50]1[CH:51]=[C:52]([OH:58])[CH:53]=[C:54]([O:56][CH3:57])[CH:55]=1.C(C1C=C(O)C=CC=1)#N. Given the product [CH2:1]([NH:3][C:4]([C:6]1[C:14]2[C:9](=[N:10][CH:11]=[C:12]([O:58][C:52]3[CH:53]=[C:54]([O:56][CH3:57])[CH:55]=[C:50]([O:49][CH3:48])[CH:51]=3)[N:13]=2)[NH:8][CH:7]=1)=[O:5])[CH3:2], predict the reactants needed to synthesize it.